From a dataset of Forward reaction prediction with 1.9M reactions from USPTO patents (1976-2016). Predict the product of the given reaction. (1) Given the reactants [CH3:1][O:2][C:3]1[CH:9]=[CH:8][C:7]([O:10]C)=[CH:6][C:4]=1[NH2:5].C[O:13][C:14]1[C:23]2[C:18](=[CH:19][CH:20]=[CH:21][CH:22]=2)[C:17](C(O)=O)=[CH:16][CH:15]=1, predict the reaction product. The product is: [OH:13][C:14]1[C:23]2[C:18](=[CH:19][CH:20]=[CH:21][CH:22]=2)[C:17]([C:1]2[O:2][C:3]3[CH:9]=[CH:8][C:7]([OH:10])=[CH:6][C:4]=3[N:5]=2)=[CH:16][CH:15]=1. (2) Given the reactants [Cl:1][C:2]1[CH:10]=[CH:9][CH:8]=[C:7]([Cl:11])[C:3]=1[C:4](Cl)=[O:5].[NH2:12][C:13]1[C:14]([N:18]2[CH:22]=[CH:21][CH:20]=[N:19]2)=[N:15][NH:16][CH:17]=1.C(N(CC)CC)C, predict the reaction product. The product is: [Cl:1][C:2]1[CH:10]=[CH:9][CH:8]=[C:7]([Cl:11])[C:3]=1[C:4]([NH:12][C:13]1[C:14]([N:18]2[CH:22]=[CH:21][CH:20]=[N:19]2)=[N:15][NH:16][CH:17]=1)=[O:5]. (3) The product is: [CH2:1]([O:5][CH2:6][CH2:7][O:8][C:9]1[CH:10]=[CH:11][C:12]([C:15]2[CH:16]=[CH:17][C:18]3[N:24]([CH2:25][CH:26]([CH3:27])[CH3:28])[CH2:23][CH2:22][C:21]([C:29]([NH:31][C:32]4[CH:33]=[CH:34][C:35]([S:38]([CH2:39][C:40]5[N:41]=[CH:42][N:43]([CH2:46][CH2:47][CH3:48])[C:44]=5[CH3:45])=[O:58])=[CH:36][CH:37]=4)=[O:30])=[CH:20][C:19]=3[CH:49]=2)=[CH:13][CH:14]=1)[CH2:2][CH2:3][CH3:4]. Given the reactants [CH2:1]([O:5][CH2:6][CH2:7][O:8][C:9]1[CH:14]=[CH:13][C:12]([C:15]2[CH:16]=[CH:17][C:18]3[N:24]([CH2:25][CH:26]([CH3:28])[CH3:27])[CH2:23][CH2:22][C:21]([C:29]([NH:31][C:32]4[CH:37]=[CH:36][C:35]([S:38][CH2:39][C:40]5[N:41]=[CH:42][N:43]([CH2:46][CH2:47][CH3:48])[C:44]=5[CH3:45])=[CH:34][CH:33]=4)=[O:30])=[CH:20][C:19]=3[CH:49]=2)=[CH:11][CH:10]=1)[CH2:2][CH2:3][CH3:4].ClC1C=CC=C(C(OO)=[O:58])C=1.CSC.O, predict the reaction product. (4) Given the reactants [Br:1][C:2]1[C:10]([O:11][CH2:12][C:13](=[N:15][O:16][CH2:17][CH3:18])[CH3:14])=[C:9]([Br:19])[CH:8]=[CH:7][C:3]=1[C:4]([OH:6])=[O:5].[C:20]1(=O)[CH2:25][CH2:24][CH2:23][C:22](=[O:26])[CH2:21]1.Cl.CN(C)CCCN=C=NCC.CN(C1C=CC=CN=1)C, predict the reaction product. The product is: [Br:1][C:2]1[C:10]([O:11][CH2:12][C:13](=[N:15][O:16][CH2:17][CH3:18])[CH3:14])=[C:9]([Br:19])[CH:8]=[CH:7][C:3]=1[C:4]([O:6][C:20]1[CH2:25][CH2:24][CH2:23][C:22](=[O:26])[CH:21]=1)=[O:5]. (5) The product is: [O:43]([CH2:55][C:56]([NH:1][CH2:2][CH2:3][O:58][CH2:56][CH2:55][O:43][CH2:44][CH2:45][O:47][CH2:11][CH2:12][NH:13][S:14]([C:17]1[CH:22]=[CH:21][CH:20]=[C:19]([CH:40]2[C:32]3[C:42](=[C:28]([Cl:34])[CH:29]=[C:30]([Cl:33])[CH:31]=3)[CH2:41][N:38]([CH3:36])[CH2:39]2)[CH:18]=1)(=[O:16])=[O:15])=[O:58])[CH2:44][C:45]([NH:1][CH2:2][CH2:3][O:4][CH2:5][CH2:6][O:7][CH2:8][CH2:9][O:10][CH2:11][CH2:12][NH:13][S:14]([C:17]1[CH:22]=[CH:21][CH:20]=[C:19]([CH:23]2[C:32]3[C:27](=[C:28]([Cl:34])[CH:29]=[C:30]([Cl:33])[CH:31]=3)[CH2:26][N:25]([CH3:35])[CH2:24]2)[CH:18]=1)(=[O:16])=[O:15])=[O:47]. Given the reactants [NH2:1][CH2:2][CH2:3][O:4][CH2:5][CH2:6][O:7][CH2:8][CH2:9][O:10][CH2:11][CH2:12][NH:13][S:14]([C:17]1[CH:22]=[CH:21][CH:20]=[C:19]([CH:23]2[C:32]3[C:27](=[C:28]([Cl:34])[CH:29]=[C:30]([Cl:33])[CH:31]=3)[CH2:26][N:25]([CH3:35])[CH2:24]2)[CH:18]=1)(=[O:16])=[O:15].[CH2:36]([N:38]([CH2:41][CH3:42])[CH2:39][CH3:40])C.[O:43]([CH2:55][C:56]([O:58]N1C(=O)CCC1=O)=O)[CH2:44][C:45]([O:47]N1C(=O)CCC1=O)=O, predict the reaction product. (6) Given the reactants [NH2:1][C:2]1[C:7]([C:8](=[O:10])[NH2:9])=[CH:6][CH:5]=[CH:4][C:3]=1[NH:11][C:12]([C:14]1[CH:19]=[C:18]([Cl:20])[N:17]=[N:16][C:15]=1Cl)=[O:13], predict the reaction product. The product is: [Cl:20][C:18]1[N:17]=[N:16][C:15]2[NH:1][C:2]3[C:7]([C:8]([NH2:9])=[O:10])=[CH:6][CH:5]=[CH:4][C:3]=3[NH:11][C:12](=[O:13])[C:14]=2[CH:19]=1. (7) Given the reactants [NH2:1][C:2]1[N:7]=[C:6]([C:8]2[O:9][CH:10]=[CH:11][CH:12]=2)[C:5]([C:13]#[N:14])=[C:4](OS(C(F)(F)F)(=O)=O)[CH:3]=1.[NH2:23][C:24]1[CH:31]=[CH:30][C:27]([CH2:28][NH2:29])=[CH:26][CH:25]=1, predict the reaction product. The product is: [NH2:1][C:2]1[CH:3]=[C:4]([NH:29][CH2:28][C:27]2[CH:30]=[CH:31][C:24]([NH2:23])=[CH:25][CH:26]=2)[C:5]([C:13]#[N:14])=[C:6]([C:8]2[O:9][CH:10]=[CH:11][CH:12]=2)[N:7]=1. (8) Given the reactants [CH3:1][O:2][C:3](=[O:20])[C:4]1[CH:13]=[C:12]([O:14][CH:15]([CH3:17])[CH3:16])[CH:11]=[C:6]([C:7]([O:9][CH3:10])=[O:8])[C:5]=1[CH2:18]Br.[C-:21]#[N:22].[Na+], predict the reaction product. The product is: [C:21]([CH2:18][C:5]1[C:4]([C:3]([O:2][CH3:1])=[O:20])=[CH:13][C:12]([O:14][CH:15]([CH3:17])[CH3:16])=[CH:11][C:6]=1[C:7]([O:9][CH3:10])=[O:8])#[N:22].